This data is from Forward reaction prediction with 1.9M reactions from USPTO patents (1976-2016). The task is: Predict the product of the given reaction. (1) Given the reactants [CH3:1][C:2]1[C:3]([NH2:11])=[C:4]([CH:8]=[CH:9][CH:10]=1)[C:5]([OH:7])=O.[F:12][C:13]1[CH:18]=[CH:17][CH:16]=[C:15]([F:19])[C:14]=1[N:20]=[C:21]=[S:22], predict the reaction product. The product is: [F:12][C:13]1[CH:18]=[CH:17][CH:16]=[C:15]([F:19])[C:14]=1[N:20]1[C:5](=[O:7])[C:4]2[C:3](=[C:2]([CH3:1])[CH:10]=[CH:9][CH:8]=2)[NH:11][C:21]1=[S:22]. (2) Given the reactants [C:1]1([CH3:11])[CH:6]=[CH:5][C:4](S(O)(=O)=O)=[CH:3][CH:2]=1, predict the reaction product. The product is: [CH3:4][C:5]1[CH2:6][C:2]2[CH:3]=[CH:4][C:5]3[CH:3]=[CH:2][CH:1]=[CH:11][C:6]=3[C:1]=2[CH:11]=1. (3) Given the reactants [Cl:1][C:2]1[N:7]=[C:6]([NH:8][C:9]2[CH:17]=[CH:16][CH:15]=[CH:14][C:10]=2[C:11]([NH2:13])=[O:12])[C:5]([N+:18]([O-:20])=[O:19])=[CH:4][N:3]=1.[CH3:21][O:22][C:23]1[CH:24]=[C:25]([CH:27]=[C:28]([O:32][CH3:33])[C:29]=1[O:30][CH3:31])[NH2:26].Cl.C(OCC)C, predict the reaction product. The product is: [ClH:1].[N+:18]([C:5]1[C:6]([NH:8][C:9]2[CH:17]=[CH:16][CH:15]=[CH:14][C:10]=2[C:11]([NH2:13])=[O:12])=[N:7][C:2]([NH:26][C:25]2[CH:27]=[C:28]([O:32][CH3:33])[C:29]([O:30][CH3:31])=[C:23]([O:22][CH3:21])[CH:24]=2)=[N:3][CH:4]=1)([O-:20])=[O:19]. (4) Given the reactants [F:1][C:2]1[C:3]([NH:23][C:24]2[CH:29]=[CH:28][C:27]([I:30])=[CH:26][C:25]=2[F:31])=[C:4]([C:9]([N:11]2[CH2:14][C:13]([C:16]([CH3:22])([CH3:21])[C:17]([O:19]C)=[O:18])([OH:15])[CH2:12]2)=[O:10])[CH:5]=[CH:6][C:7]=1[F:8].Cl, predict the reaction product. The product is: [F:1][C:2]1[C:3]([NH:23][C:24]2[CH:29]=[CH:28][C:27]([I:30])=[CH:26][C:25]=2[F:31])=[C:4]([C:9]([N:11]2[CH2:14][C:13]([C:16]([CH3:22])([CH3:21])[C:17]([OH:19])=[O:18])([OH:15])[CH2:12]2)=[O:10])[CH:5]=[CH:6][C:7]=1[F:8]. (5) Given the reactants C([O:3][CH:4](OCC)[CH2:5][N:6]([CH2:9][CH3:10])[CH2:7][CH3:8])C.Cl.[OH:15][S:16]([O-:18])=[O:17].[Na+:19].C(O)C, predict the reaction product. The product is: [CH2:7]([N:6]([CH2:9][CH3:10])[CH2:5][CH:4]([OH:3])[S:16]([O-:18])(=[O:17])=[O:15])[CH3:8].[Na+:19].